From a dataset of Catalyst prediction with 721,799 reactions and 888 catalyst types from USPTO. Predict which catalyst facilitates the given reaction. Reactant: Cl[C:2]1[N:7]=[CH:6][C:5]([C:8]2[O:9][C:10]([CH3:18])=[C:11]([C:13]([O:15][CH2:16][CH3:17])=[O:14])[N:12]=2)=[C:4]([NH:19][CH:20]([CH3:22])[CH3:21])[CH:3]=1.[S:23]1[C:27]2[CH:28]=[C:29]([NH2:32])[CH:30]=[CH:31][C:26]=2[N:25]=[CH:24]1.C([O-])([O-])=O.[Na+].[Na+].CC1(C)C2C(=C(P(C3C=CC=CC=3)C3C=CC=CC=3)C=CC=2)OC2C(P(C3C=CC=CC=3)C3C=CC=CC=3)=CC=CC1=2. Product: [S:23]1[C:27]2[CH:28]=[C:29]([NH:32][C:2]3[N:7]=[CH:6][C:5]([C:8]4[O:9][C:10]([CH3:18])=[C:11]([C:13]([O:15][CH2:16][CH3:17])=[O:14])[N:12]=4)=[C:4]([NH:19][CH:20]([CH3:22])[CH3:21])[CH:3]=3)[CH:30]=[CH:31][C:26]=2[N:25]=[CH:24]1. The catalyst class is: 488.